The task is: Predict the reaction yield, written as a fraction of the theoretical maximum amount of product (1.0 means a 100% yield; for example, 0.34 means a 34% yield).. This data is from Reaction yield outcomes from USPTO patents with 853,638 reactions. (1) The reactants are O1CCCC1.[O:6]([C:13]1[CH:14]=[C:15]([CH2:19][C:20](Cl)=[N:21][OH:22])[CH:16]=[CH:17][CH:18]=1)[C:7]1[CH:12]=[CH:11][CH:10]=[CH:9][CH:8]=1.[C:24]([C:26]1[C:27]([NH2:33])=[N:28][C:29]([NH2:32])=[CH:30][CH:31]=1)#[CH:25].C(N(CC)CC)C. The catalyst is O. The product is [O:6]([C:13]1[CH:14]=[C:15]([CH:16]=[CH:17][CH:18]=1)[CH2:19][C:20]1[CH:25]=[C:24]([C:26]2[C:27]([NH2:33])=[N:28][C:29]([NH2:32])=[CH:30][CH:31]=2)[O:22][N:21]=1)[C:7]1[CH:12]=[CH:11][CH:10]=[CH:9][CH:8]=1. The yield is 0.806. (2) The reactants are [F-].C([N+](CCCC)(CCCC)CCCC)CCC.C([Si](C(C)C)(C(C)C)[N:23]1[C:31]2[C:26](=[CH:27][C:28]([CH2:32][CH2:33][CH2:34][C:35]3[CH:44]=[CH:43][C:42]4[C:37](=[N:38][CH:39]=[CH:40][CH:41]=4)[N:36]=3)=[CH:29][CH:30]=2)[CH:25]=[CH:24]1)(C)C. The catalyst is C1COCC1. The product is [NH:23]1[C:31]2[C:26](=[CH:27][C:28]([CH2:32][CH2:33][CH2:34][C:35]3[CH:44]=[CH:43][C:42]4[C:37](=[N:38][CH:39]=[CH:40][CH:41]=4)[N:36]=3)=[CH:29][CH:30]=2)[CH:25]=[CH:24]1. The yield is 1.00.